From a dataset of Full USPTO retrosynthesis dataset with 1.9M reactions from patents (1976-2016). Predict the reactants needed to synthesize the given product. (1) Given the product [O:35]=[S:25]1(=[O:24])[CH2:30][CH2:29][N:28]([CH2:31][CH2:32][CH2:33][O:1][C:2]2[CH:11]=[C:10]3[C:5]([C:6]([O:12][C:13]4[CH:14]=[C:15]5[C:19](=[CH:20][CH:21]=4)[NH:18][CH:17]=[CH:16]5)=[N:7][CH:8]=[N:9]3)=[CH:4][C:3]=2[O:22][CH3:23])[CH2:27][CH2:26]1, predict the reactants needed to synthesize it. The reactants are: [OH:1][C:2]1[CH:11]=[C:10]2[C:5]([C:6]([O:12][C:13]3[CH:14]=[C:15]4[C:19](=[CH:20][CH:21]=3)[NH:18][CH:17]=[CH:16]4)=[N:7][CH:8]=[N:9]2)=[CH:4][C:3]=1[O:22][CH3:23].[O:24]=[S:25]1(=[O:35])[CH2:30][CH2:29][N:28]([CH2:31][CH2:32][CH2:33]O)[CH2:27][CH2:26]1. (2) Given the product [C:14]([O:13][CH:8]([C:4]1[CH:5]=[N:6][CH:7]=[C:2]([Br:1])[CH:3]=1)[C:9]([F:10])([F:11])[F:12])(=[O:16])[CH3:15], predict the reactants needed to synthesize it. The reactants are: [Br:1][C:2]1[CH:3]=[C:4]([CH:8]([OH:13])[C:9]([F:12])([F:11])[F:10])[CH:5]=[N:6][CH:7]=1.[C:14](OC(=O)C)(=[O:16])[CH3:15]. (3) Given the product [CH3:18][N:14]1[CH2:15][CH2:16][CH2:17][CH:12]([O:10][C:7]2[CH:8]=[CH:9][C:4]([N+:1]([O-:3])=[O:2])=[CH:5][CH:6]=2)[CH2:13]1, predict the reactants needed to synthesize it. The reactants are: [N+:1]([C:4]1[CH:9]=[CH:8][C:7]([OH:10])=[CH:6][CH:5]=1)([O-:3])=[O:2].O[CH:12]1[CH2:17][CH2:16][CH2:15][N:14]([CH3:18])[CH2:13]1. (4) Given the product [CH2:10]([O:17][CH2:18][N:19]1[C:27]2[C:26]([Cl:28])=[N:25][CH:24]=[N:23][C:22]=2[C:21]([CH2:29][NH:30][C@H:31]([C@@H:34]([OH:38])[CH2:35][S:36][CH3:37])[CH2:32][OH:33])=[CH:20]1)[C:11]1[CH:12]=[CH:13][CH:14]=[CH:15][CH:16]=1, predict the reactants needed to synthesize it. The reactants are: N[C@H]([C@@H](O)CSC)CO.[CH2:10]([O:17][CH2:18][N:19]1[C:27]2[C:26]([Cl:28])=[N:25][CH:24]=[N:23][C:22]=2[C:21]([CH2:29][NH:30][C@@H:31]([C@H:34]([OH:38])[CH2:35][S:36][CH3:37])[CH2:32][OH:33])=[CH:20]1)[C:11]1[CH:16]=[CH:15][CH:14]=[CH:13][CH:12]=1.